The task is: Predict the reaction yield, written as a fraction of the theoretical maximum amount of product (1.0 means a 100% yield; for example, 0.34 means a 34% yield).. This data is from Reaction yield outcomes from USPTO patents with 853,638 reactions. The reactants are [CH3:1][N:2]1[CH:6]=[CH:5][CH:4]=[N:3]1.C([Li])CCC.[CH3:12][Sn:13](Cl)([CH3:15])[CH3:14]. The catalyst is CCOCC. The product is [CH3:1][N:2]1[C:6]([Sn:13]([CH3:15])([CH3:14])[CH3:12])=[CH:5][CH:4]=[N:3]1. The yield is 0.420.